Dataset: Catalyst prediction with 721,799 reactions and 888 catalyst types from USPTO. Task: Predict which catalyst facilitates the given reaction. (1) Reactant: [Br:1]N1C(=O)CCC1=O.C1(P(C2C=CC=CC=2)C2C=CC=CC=2)C=CC=CC=1.[CH3:28][Si:29]([CH3:37])([CH3:36])[C:30]#[C:31]/[CH:32]=[CH:33]/[CH2:34]O. Product: [Br:1][CH2:34][CH:33]=[CH:32][C:31]#[C:30][Si:29]([CH3:37])([CH3:36])[CH3:28]. The catalyst class is: 4. (2) Reactant: [Si:1]([O:8][CH2:9][C:10]1([C:25]2[CH:30]=[CH:29][C:28]([Cl:31])=[C:27]([Cl:32])[CH:26]=2)[O:16][CH2:15][CH2:14][N:13]([C:17]([O:19][C:20]([CH3:23])([CH3:22])[CH3:21])=[O:18])[CH2:12][C:11]1=[O:24])([C:4]([CH3:7])([CH3:6])[CH3:5])([CH3:3])[CH3:2].[BH4-].[Na+].[Cl-].[NH4+]. Product: [Si:1]([O:8][CH2:9][C:10]1([C:25]2[CH:30]=[CH:29][C:28]([Cl:31])=[C:27]([Cl:32])[CH:26]=2)[O:16][CH2:15][CH2:14][N:13]([C:17]([O:19][C:20]([CH3:23])([CH3:22])[CH3:21])=[O:18])[CH2:12][CH:11]1[OH:24])([C:4]([CH3:5])([CH3:6])[CH3:7])([CH3:2])[CH3:3]. The catalyst class is: 5. (3) Reactant: Cl.[Cl:2][C:3]1[CH:16]=[CH:15][C:14]2S[C:12]3[C:7](=[CH:8][CH:9]=[CH:10][CH:11]=3)[N:6]([CH2:17][CH2:18][CH2:19][NH2:20])[C:5]=2[CH:4]=1.[CH3:21][CH2:22]N(CC)CC.[F:28][C:29]1[CH:30]=[C:31]([S:36](Cl)(=[O:38])=[O:37])[CH:32]=[C:33]([F:35])[CH:34]=1.[Na+].[Cl-]. Product: [Cl:2][C:3]1[CH:16]=[CH:15][C:14]2[CH2:22][CH2:21][C:12]3[CH:11]=[CH:10][CH:9]=[CH:8][C:7]=3[N:6]([CH2:17][CH2:18][CH2:19][NH:20][S:36]([C:31]3[CH:30]=[C:29]([F:28])[CH:34]=[C:33]([F:35])[CH:32]=3)(=[O:38])=[O:37])[C:5]=2[CH:4]=1. The catalyst class is: 3. (4) Reactant: [C:1]([OH:12])(=[O:11])[CH2:2][CH2:3][CH2:4][CH2:5][CH2:6][CH2:7][CH2:8][CH2:9][CH3:10]. Product: [C:1]([OH:12])(=[O:11])[CH:2]=[CH:3][CH2:4][CH2:5][CH2:6][CH2:7][CH2:8][CH2:9][CH2:10][CH2:1][CH2:2][CH2:3][CH2:4][CH2:5][CH2:6][CH2:7][CH3:8]. The catalyst class is: 21. (5) Reactant: CS(C)=O.[I-].[CH3:6][S+](C)(C)=O.[H-].[Na+].[CH2:13]([O:20][C:21]1[CH:26]=[CH:25][N:24]([C:27](=[CH2:33])[C:28]([O:30][CH2:31][CH3:32])=[O:29])[C:23](=[O:34])[CH:22]=1)[C:14]1[CH:19]=[CH:18][CH:17]=[CH:16][CH:15]=1. Product: [CH2:13]([O:20][C:21]1[CH:26]=[CH:25][N:24]([C:27]2([C:28]([O:30][CH2:31][CH3:32])=[O:29])[CH2:6][CH2:33]2)[C:23](=[O:34])[CH:22]=1)[C:14]1[CH:15]=[CH:16][CH:17]=[CH:18][CH:19]=1. The catalyst class is: 6. (6) Reactant: [Br:1][C:2]1[CH:3]=[CH:4][C:5]([C:8]#[N:9])=[N:6][CH:7]=1.[OH-:10].[Na+].[NH2:12]O.Cl. Product: [Br:1][C:2]1[CH:3]=[CH:4][C:5]([C:8](=[N:12][OH:10])[NH2:9])=[N:6][CH:7]=1. The catalyst class is: 14. (7) Product: [CH2:29]([O:31][C:32](=[O:46])[C:33]1[CH:38]=[CH:37][C:36]([CH2:39][C:40]([N:9]2[CH2:10][C@@H:11]([CH2:23][C:24]([CH3:25])([CH3:27])[CH3:26])[C@@:12]([C:15]3[CH:20]=[CH:19][C:18]([Cl:21])=[CH:17][C:16]=3[F:22])([C:13]#[N:14])[C@H:8]2[C:4]2[CH:5]=[CH:6][CH:7]=[C:2]([Cl:1])[C:3]=2[F:28])=[O:41])=[CH:35][C:34]=1[O:43][CH2:44][CH3:45])[CH3:30]. Reactant: [Cl:1][C:2]1[C:3]([F:28])=[C:4]([CH:8]2[C:12]([C:15]3[CH:20]=[CH:19][C:18]([Cl:21])=[CH:17][C:16]=3[F:22])([C:13]#[N:14])[CH:11]([CH2:23][C:24]([CH3:27])([CH3:26])[CH3:25])[CH2:10][NH:9]2)[CH:5]=[CH:6][CH:7]=1.[CH2:29]([O:31][C:32](=[O:46])[C:33]1[CH:38]=[CH:37][C:36]([CH2:39][C:40](O)=[O:41])=[CH:35][C:34]=1[O:43][CH2:44][CH3:45])[CH3:30].CN(C(ON1N=NC2C=CC=NC1=2)=[N+](C)C)C.F[P-](F)(F)(F)(F)F.CCN(C(C)C)C(C)C. The catalyst class is: 2. (8) Reactant: [Cl:1][C:2]1[N:7]=[C:6](Cl)[C:5]([Cl:9])=[CH:4][N:3]=1.[NH2:10][C:11]1[C:12]([F:26])=[CH:13][C:14]([F:25])=[C:15]([NH:17][C:18](=[O:24])[O:19][C:20]([CH3:23])([CH3:22])[CH3:21])[CH:16]=1.CCN(C(C)C)C(C)C. Product: [Cl:1][C:2]1[N:7]=[C:6]([NH:10][C:11]2[C:12]([F:26])=[CH:13][C:14]([F:25])=[C:15]([NH:17][C:18](=[O:24])[O:19][C:20]([CH3:23])([CH3:21])[CH3:22])[CH:16]=2)[C:5]([Cl:9])=[CH:4][N:3]=1. The catalyst class is: 51. (9) Reactant: C(OC([NH:8][C@H:9]([C:36]([O:38][CH3:39])=[O:37])[CH2:10][C:11]1[CH:16]=[CH:15][C:14]([CH2:17][CH2:18][CH2:19][CH2:20][C:21]2[CH:26]=[CH:25][CH:24]=[C:23]([N:27](C(OC(C)(C)C)=O)[CH3:28])[N:22]=2)=[CH:13][CH:12]=1)=O)(C)(C)C.[ClH:40]. Product: [ClH:40].[ClH:40].[ClH:40].[CH3:28][NH:27][C:23]1[N:22]=[C:21]([CH2:20][CH2:19][CH2:18][CH2:17][C:14]2[CH:13]=[CH:12][C:11]([CH2:10][C@@H:9]([C:36]([O:38][CH3:39])=[O:37])[NH2:8])=[CH:16][CH:15]=2)[CH:26]=[CH:25][CH:24]=1. The catalyst class is: 71. (10) Reactant: [CH3:1][C:2]1([CH3:19])[CH2:10][C:9]2[NH:8][CH:7]=[C:6]([CH2:11][CH2:12][C:13]([N:15]([CH3:17])[CH3:16])=O)[C:5]=2[C:4](=O)[CH2:3]1.[H-].[Al+3].[Li+].[H-].[H-].[H-].[OH-].[Na+].O. Product: [CH3:1][C:2]1([CH3:19])[CH2:10][C:9]2[NH:8][CH:7]=[C:6]([CH2:11][CH2:12][CH2:13][N:15]([CH3:17])[CH3:16])[C:5]=2[CH2:4][CH2:3]1. The catalyst class is: 7.